From a dataset of Reaction yield outcomes from USPTO patents with 853,638 reactions. Predict the reaction yield, written as a fraction of the theoretical maximum amount of product (1.0 means a 100% yield; for example, 0.34 means a 34% yield). The reactants are [CH2:1]([N:8]1[CH2:12][CH:11]([C:13]2[CH:18]=[CH:17][C:16]([Cl:19])=[CH:15][CH:14]=2)[CH:10]([NH2:20])[CH2:9]1)[C:2]1[CH:7]=[CH:6][CH:5]=[CH:4][CH:3]=1.[C:21]([O-])([O-])=O.[K+].[K+].ClC(OCC)=O.B. The catalyst is C1COCC1.O. The product is [CH2:1]([N:8]1[CH2:12][C@@H:11]([C:13]2[CH:14]=[CH:15][C:16]([Cl:19])=[CH:17][CH:18]=2)[C@H:10]([NH:20][CH3:21])[CH2:9]1)[C:2]1[CH:3]=[CH:4][CH:5]=[CH:6][CH:7]=1. The yield is 0.770.